From a dataset of Reaction yield outcomes from USPTO patents with 853,638 reactions. Predict the reaction yield, written as a fraction of the theoretical maximum amount of product (1.0 means a 100% yield; for example, 0.34 means a 34% yield). (1) The yield is 0.520. The catalyst is O. The product is [OH:36][C:14]1[C:15]([C:27]([CH3:35])([C:29]2[CH:34]=[CH:33][CH:32]=[CH:31][CH:30]=2)[CH3:28])=[CH:16][C:17]([C:19]([CH3:26])([CH3:25])[CH2:20][C:21]([CH3:22])([CH3:23])[CH3:24])=[CH:18][C:13]=1[N:12]1[N:38]=[C:2]2[CH:10]=[CH:9][C:5]([C:6]([OH:8])=[O:7])=[CH:4][C:3]2=[N:11]1. The reactants are Cl[C:2]1[CH:10]=[CH:9][C:5]([C:6]([OH:8])=[O:7])=[CH:4][C:3]=1[N:11]=[N:12][C:13]1[CH:18]=[C:17]([C:19]([CH3:26])([CH3:25])[CH2:20][C:21]([CH3:24])([CH3:23])[CH3:22])[CH:16]=[C:15]([C:27]([CH3:35])([C:29]2[CH:34]=[CH:33][CH:32]=[CH:31][CH:30]=2)[CH3:28])[C:14]=1[OH:36].C[N:38](C)C=O.[N-]=[N+]=[N-].[Na+].C(O)(=O)C. (2) The reactants are C[O:2][C:3](=[O:41])[CH2:4][C@H:5]1[C:9]2[CH:10]=[CH:11][C:12]([O:14][CH2:15][C:16]3[CH:17]=[C:18]([C:22]4[C:27]([CH3:28])=[CH:26][C:25]([O:29][CH2:30][C:31]5([OH:39])[CH2:36][CH2:35][S:34](=[O:38])(=[O:37])[CH2:33][CH2:32]5)=[CH:24][C:23]=4[CH3:40])[CH:19]=[CH:20][CH:21]=3)=[CH:13][C:8]=2[O:7][CH2:6]1.CO.[OH-].[Na+].Cl. The catalyst is O.O1CCCC1. The product is [OH:39][C:31]1([CH2:30][O:29][C:25]2[CH:26]=[C:27]([CH3:28])[C:22]([C:18]3[CH:19]=[CH:20][CH:21]=[C:16]([CH2:15][O:14][C:12]4[CH:11]=[CH:10][C:9]5[C@H:5]([CH2:4][C:3]([OH:41])=[O:2])[CH2:6][O:7][C:8]=5[CH:13]=4)[CH:17]=3)=[C:23]([CH3:40])[CH:24]=2)[CH2:32][CH2:33][S:34](=[O:37])(=[O:38])[CH2:35][CH2:36]1. The yield is 0.760. (3) The reactants are Cl.[CH3:2][O:3][C:4](=[O:8])[CH2:5][CH2:6][NH2:7].[CH3:9][O:10][C:11]1[C:16]([CH3:17])=[CH:15][N:14]=[C:13]([CH:18]=O)[C:12]=1[CH3:20].C(N(CC)CC)C.C(O[BH-](OC(=O)C)OC(=O)C)(=O)C.[Na+].C([O-])(O)=O.[Na+]. The catalyst is ClCCCl. The yield is 0.700. The product is [CH3:9][O:10][C:11]1[C:16]([CH3:17])=[CH:15][N:14]=[C:13]([CH2:18][NH:7][CH2:6][CH2:5][C:4]([O:3][CH3:2])=[O:8])[C:12]=1[CH3:20]. (4) The reactants are [CH2:1]([O:8][C:9]([N:11]1[CH2:16][CH2:15][C:14](=O)[C:13](=[N:18]O)[CH2:12]1)=[O:10])[C:2]1[CH:7]=[CH:6][CH:5]=[CH:4][CH:3]=1.C([O-])(=O)C.[NH4+].FC1C=CC=C(F)C=1[C:28]([NH:30]C1C(C=O)=NN(C2CCCCO2)C=1)=O. The catalyst is C(O)(=O)C. The product is [CH2:1]([O:8][C:9]([N:11]1[CH2:16][CH2:15][C:14]2[NH:30][CH:28]=[N:18][C:13]=2[CH2:12]1)=[O:10])[C:2]1[CH:7]=[CH:6][CH:5]=[CH:4][CH:3]=1. The yield is 0.310. (5) The reactants are Cl.[C:2]([O:6][C:7]([N:9]1[CH2:12][CH:11]([CH2:13][NH2:14])[CH2:10]1)=[O:8])([CH3:5])([CH3:4])[CH3:3].CCN(CC)CC.[Cl:22][C:23]1[N:28]=[C:27](Cl)[N:26]=[C:25]([N:30]2[CH2:35][CH2:34][O:33][CH2:32][CH2:31]2)[N:24]=1. The catalyst is C1COCC1. The product is [C:2]([O:6][C:7]([N:9]1[CH2:12][CH:11]([CH2:13][NH:14][C:27]2[N:28]=[C:23]([Cl:22])[N:24]=[C:25]([N:30]3[CH2:31][CH2:32][O:33][CH2:34][CH2:35]3)[N:26]=2)[CH2:10]1)=[O:8])([CH3:5])([CH3:4])[CH3:3]. The yield is 0.460. (6) The reactants are [Br:1][C:2]1[CH:3]=[C:4]([C:8]2([C:17]3[CH:22]=[CH:21][C:20]([OH:23])=[CH:19][CH:18]=3)[C:12]3=[N:13][CH2:14][CH2:15][N:11]3[C:10](=S)[NH:9]2)[CH:5]=[CH:6][CH:7]=1.C(OO)(C)(C)C.[OH-].[NH4+:31]. The catalyst is CO. The product is [NH2:31][C:10]1[N:11]2[CH2:15][CH2:14][N:13]=[C:12]2[C:8]([C:17]2[CH:22]=[CH:21][C:20]([OH:23])=[CH:19][CH:18]=2)([C:4]2[CH:5]=[CH:6][CH:7]=[C:2]([Br:1])[CH:3]=2)[N:9]=1. The yield is 0.710. (7) The reactants are O=[C:2]([CH2:8][CH3:9])[CH2:3][C:4]([O:6][CH3:7])=[O:5].[F:10][C:11]1[CH:17]=[CH:16][C:14]([NH2:15])=[CH:13][CH:12]=1.C1CCCCC1. The catalyst is O.C1(C)C=CC(S(O)(=O)=O)=CC=1.C1(C)C=CC=CC=1. The product is [F:10][C:11]1[CH:17]=[CH:16][C:14]([NH:15]/[C:2](/[CH2:8][CH3:9])=[CH:3]\[C:4]([O:6][CH3:7])=[O:5])=[CH:13][CH:12]=1. The yield is 0.670. (8) The reactants are [O-]CC.[Na+].[C:5]([CH2:7][C:8]([NH2:10])=[O:9])#[N:6].[N:11]1([CH2:17][C:18]#[C:19][C:20](=O)[CH3:21])[CH2:16][CH2:15][O:14][CH2:13][CH2:12]1.Cl. The yield is 0.323. The product is [CH3:21][C:20]1[NH:10][C:8](=[O:9])[C:7]([C:5]#[N:6])=[C:18]([CH2:17][N:11]2[CH2:16][CH2:15][O:14][CH2:13][CH2:12]2)[CH:19]=1. The catalyst is CCO. (9) The reactants are [CH2:1]([NH2:8])[CH2:2][CH2:3][CH2:4][CH2:5][CH:6]=[CH2:7].[C:9]([O-:12])([O-])=O.[K+].[K+].CI.[CH3:17][N:18](C=O)C. The catalyst is O. The product is [NH2:8][C:1]1[C:6]([CH3:7])=[C:5]([O:12][CH3:9])[CH:4]=[CH:3][C:2]=1[C:17]#[N:18]. The yield is 0.930.